Dataset: NCI-60 drug combinations with 297,098 pairs across 59 cell lines. Task: Regression. Given two drug SMILES strings and cell line genomic features, predict the synergy score measuring deviation from expected non-interaction effect. (1) Cell line: RXF 393. Synergy scores: CSS=7.28, Synergy_ZIP=-3.47, Synergy_Bliss=-1.77, Synergy_Loewe=-4.05, Synergy_HSA=-4.26. Drug 1: CC(CN1CC(=O)NC(=O)C1)N2CC(=O)NC(=O)C2. Drug 2: CC1=C(C=C(C=C1)C(=O)NC2=CC(=CC(=C2)C(F)(F)F)N3C=C(N=C3)C)NC4=NC=CC(=N4)C5=CN=CC=C5. (2) Drug 1: C1CCC(CC1)NC(=O)N(CCCl)N=O. Drug 2: C1=C(C(=O)NC(=O)N1)N(CCCl)CCCl. Cell line: MOLT-4. Synergy scores: CSS=43.3, Synergy_ZIP=-3.15, Synergy_Bliss=-6.35, Synergy_Loewe=-9.40, Synergy_HSA=-4.78. (3) Drug 1: C1=CC(=CC=C1CC(C(=O)O)N)N(CCCl)CCCl.Cl. Drug 2: C1C(C(OC1N2C=NC3=C2NC=NCC3O)CO)O. Cell line: HCT116. Synergy scores: CSS=10.5, Synergy_ZIP=-6.09, Synergy_Bliss=-5.48, Synergy_Loewe=-5.25, Synergy_HSA=-5.16. (4) Drug 1: CC(C1=C(C=CC(=C1Cl)F)Cl)OC2=C(N=CC(=C2)C3=CN(N=C3)C4CCNCC4)N. Drug 2: CCCCCOC(=O)NC1=NC(=O)N(C=C1F)C2C(C(C(O2)C)O)O. Cell line: MDA-MB-231. Synergy scores: CSS=4.68, Synergy_ZIP=-2.68, Synergy_Bliss=-5.20, Synergy_Loewe=-9.90, Synergy_HSA=-4.59. (5) Drug 1: C1=CC(=C2C(=C1NCCNCCO)C(=O)C3=C(C=CC(=C3C2=O)O)O)NCCNCCO. Drug 2: C1=NC2=C(N1)C(=S)N=CN2. Cell line: UACC-257. Synergy scores: CSS=5.48, Synergy_ZIP=-7.13, Synergy_Bliss=-9.05, Synergy_Loewe=-11.7, Synergy_HSA=-8.98. (6) Drug 1: C1CCN(CC1)CCOC2=CC=C(C=C2)C(=O)C3=C(SC4=C3C=CC(=C4)O)C5=CC=C(C=C5)O. Drug 2: C1C(C(OC1N2C=NC(=NC2=O)N)CO)O. Cell line: HS 578T. Synergy scores: CSS=0.692, Synergy_ZIP=3.20, Synergy_Bliss=3.63, Synergy_Loewe=-1.64, Synergy_HSA=-0.520. (7) Drug 1: CC1=C2C(C(=O)C3(C(CC4C(C3C(C(C2(C)C)(CC1OC(=O)C(C(C5=CC=CC=C5)NC(=O)C6=CC=CC=C6)O)O)OC(=O)C7=CC=CC=C7)(CO4)OC(=O)C)O)C)OC(=O)C. Drug 2: CC12CCC3C(C1CCC2O)C(CC4=C3C=CC(=C4)O)CCCCCCCCCS(=O)CCCC(C(F)(F)F)(F)F. Cell line: RPMI-8226. Synergy scores: CSS=-5.54, Synergy_ZIP=1.00, Synergy_Bliss=-2.99, Synergy_Loewe=-7.46, Synergy_HSA=-7.10.